This data is from Forward reaction prediction with 1.9M reactions from USPTO patents (1976-2016). The task is: Predict the product of the given reaction. (1) Given the reactants [Cl-:1].[NH4+:2].C[Al](C)C.[N+:7]([C:10]1[CH:11]=[C:12]([CH:15]=[CH:16][CH:17]=1)[C:13]#[N:14])([O-:9])=[O:8], predict the reaction product. The product is: [ClH:1].[N+:7]([C:10]1[CH:11]=[C:12]([C:13](=[NH:2])[NH2:14])[CH:15]=[CH:16][CH:17]=1)([O-:9])=[O:8]. (2) The product is: [CH2:31]([NH:33][C:34]([NH:36][C:37]1[NH:1][C:2]2[C:3]([CH:20]3[CH2:24][CH2:23][CH2:22][O:21]3)=[C:4]([F:19])[C:5]([C:9]3[CH:10]=[N:11][C:12]([C:15]([OH:18])([CH3:16])[CH3:17])=[N:13][CH:14]=3)=[CH:6][C:7]=2[N:8]=1)=[O:35])[CH3:32]. Given the reactants [NH2:1][C:2]1[C:7]([NH2:8])=[CH:6][C:5]([C:9]2[CH:10]=[N:11][C:12]([C:15]([OH:18])([CH3:17])[CH3:16])=[N:13][CH:14]=2)=[C:4]([F:19])[C:3]=1[CH:20]1[CH2:24][CH2:23][CH2:22][O:21]1.O1CCOCC1.[CH2:31]([NH:33][C:34]([NH:36][C:37](SC)=NC(=O)NCC)=[O:35])[CH3:32].C([O-])(O)=O.[Na+], predict the reaction product.